Task: Predict the reactants needed to synthesize the given product.. Dataset: Full USPTO retrosynthesis dataset with 1.9M reactions from patents (1976-2016) (1) Given the product [CH:8]1[C:21]2[CH:20]([S:4][CH2:3][C@@H:2]([C:5]([OH:7])=[O:6])[NH2:1])[C:19]3[C:14](=[CH:15][CH:16]=[CH:17][CH:18]=3)[O:13][C:12]=2[CH:11]=[CH:10][CH:9]=1, predict the reactants needed to synthesize it. The reactants are: [NH2:1][C@H:2]([C:5]([OH:7])=[O:6])[CH2:3][SH:4].[CH:8]1[C:21]2[CH:20](O)[C:19]3[C:14](=[CH:15][CH:16]=[CH:17][CH:18]=3)[O:13][C:12]=2[CH:11]=[CH:10][CH:9]=1.C([O-])([O-])=O.[Na+].[Na+]. (2) Given the product [Cl:30][C:25]1[CH:26]=[C:27]([Cl:29])[C:28]2[N:23]([C:22]([CH3:31])=[CH:21][C:20]=2[CH2:19][N:12]2[C:13]3[CH:18]=[CH:17][CH:16]=[CH:15][C:14]=3[N:10]([CH:6]([CH2:7][CH2:8][CH3:9])[CH2:5][C:4]([OH:33])=[O:3])[C:11]2=[O:32])[CH:24]=1, predict the reactants needed to synthesize it. The reactants are: C([O:3][C:4](=[O:33])[CH2:5][CH:6]([N:10]1[C:14]2[CH:15]=[CH:16][CH:17]=[CH:18][C:13]=2[N:12]([CH2:19][C:20]2[CH:21]=[C:22]([CH3:31])[N:23]3[C:28]=2[C:27]([Cl:29])=[CH:26][C:25]([Cl:30])=[CH:24]3)[C:11]1=[O:32])[CH2:7][CH2:8][CH3:9])C.[Li+].[OH-]. (3) Given the product [Br:1][C:2]1[CH:3]=[C:4]([CH3:9])[CH:5]=[CH:6][C:7]=1[O:8][CH2:18][C:17]([CH3:19])=[CH2:16], predict the reactants needed to synthesize it. The reactants are: [Br:1][C:2]1[C:7]([OH:8])=[CH:6][CH:5]=[C:4]([CH3:9])[CH:3]=1.C(=O)([O-])[O-].[K+].[K+].[CH2:16](Cl)[C:17](=[CH2:19])[CH3:18]. (4) Given the product [CH2:56]([C:58]1[C:59]([C:64]([NH:1][C:2]2[CH:7]=[CH:6][C:5]([N:8]3[C:14](=[O:15])[CH2:13][C:12](=[O:16])[NH:11][C:10]4[C:17]5[C:22]([CH:23]=[CH:24][C:9]3=4)=[CH:21][CH:20]=[CH:19][CH:18]=5)=[CH:4][CH:3]=2)=[O:65])=[N:60][CH:61]=[CH:62][CH:63]=1)[CH3:57], predict the reactants needed to synthesize it. The reactants are: [NH2:1][C:2]1[CH:7]=[CH:6][C:5]([N:8]2[C:14](=[O:15])[CH2:13][C:12](=[O:16])[NH:11][C:10]3[C:17]4[C:22]([CH:23]=[CH:24][C:9]2=3)=[CH:21][CH:20]=[CH:19][CH:18]=4)=[CH:4][CH:3]=1.CN(C(ON1N=NC2C=CC=NC1=2)=[N+](C)C)C.F[P-](F)(F)(F)(F)F.C(N(CC)CC)C.[CH2:56]([C:58]1[C:59]([C:64](O)=[O:65])=[N:60][CH:61]=[CH:62][CH:63]=1)[CH3:57]. (5) Given the product [O:10]=[C:8]1[C:3]2[C:2](=[CH:7][CH:6]=[CH:5][CH:4]=2)[O:1][CH:11]([CH:13]2[CH2:16][CH:15]([C:17]([O:19][CH2:20][CH3:21])=[O:18])[CH2:14]2)[CH2:9]1, predict the reactants needed to synthesize it. The reactants are: [OH:1][C:2]1[CH:7]=[CH:6][CH:5]=[CH:4][C:3]=1[C:8](=[O:10])[CH3:9].[CH:11]([CH:13]1[CH2:16][CH:15]([C:17]([O:19][CH2:20][CH3:21])=[O:18])[CH2:14]1)=O.N1CCCC1. (6) Given the product [F:16][P-:17]([F:22])([F:21])([F:20])([F:19])[F:18].[CH3:24][NH2+:25][CH3:26], predict the reactants needed to synthesize it. The reactants are: FC(F)(F)CC(O)=O.P(Cl)(Cl)(Cl)=O.[OH-].[Na+].[F:16][P-:17]([F:22])([F:21])([F:20])([F:19])[F:18].[H+].[CH3:24][N:25](C)[CH:26]=O.